From a dataset of Catalyst prediction with 721,799 reactions and 888 catalyst types from USPTO. Predict which catalyst facilitates the given reaction. (1) Reactant: [CH3:1][O:2][C:3]1[CH:8]=[CH:7][C:6]([C:9]2[C:17]3[C:12](=[CH:13][CH:14]=[CH:15][CH:16]=3)[NH:11][C:10]=2[C:18]2[C:19]([CH3:24])=[N:20][O:21][C:22]=2[CH3:23])=[CH:5][CH:4]=1.[H-].[Na+].[CH3:27][N:28]([CH3:33])[S:29](Cl)(=[O:31])=[O:30].O. Product: [CH3:24][C:19]1[C:18]([C:10]2[N:11]([S:29]([N:28]([CH3:33])[CH3:27])(=[O:31])=[O:30])[C:12]3[C:17]([C:9]=2[C:6]2[CH:5]=[CH:4][C:3]([O:2][CH3:1])=[CH:8][CH:7]=2)=[CH:16][CH:15]=[CH:14][CH:13]=3)=[C:22]([CH3:23])[O:21][N:20]=1. The catalyst class is: 3. (2) Reactant: [ClH:1].C(OCC)C.[F:7][CH2:8][CH:9]1[CH2:12][N:11]([CH2:13][CH2:14][O:15][C:16]2[CH:21]=[CH:20][C:19]([C@@H:22]3[C:31]([C:32]4[CH:37]=[CH:36][CH:35]=[C:34]([OH:38])[CH:33]=4)=[C:30]([CH3:39])[C:29]4[C:24](=[CH:25][CH:26]=[C:27]([OH:40])[CH:28]=4)[O:23]3)=[CH:18][CH:17]=2)[CH2:10]1. Product: [ClH:1].[F:7][CH2:8][CH:9]1[CH2:10][N:11]([CH2:13][CH2:14][O:15][C:16]2[CH:21]=[CH:20][C:19]([C@@H:22]3[C:31]([C:32]4[CH:37]=[CH:36][CH:35]=[C:34]([OH:38])[CH:33]=4)=[C:30]([CH3:39])[C:29]4[C:24](=[CH:25][CH:26]=[C:27]([OH:40])[CH:28]=4)[O:23]3)=[CH:18][CH:17]=2)[CH2:12]1. The catalyst class is: 13.